This data is from Peptide-MHC class II binding affinity with 134,281 pairs from IEDB. The task is: Regression. Given a peptide amino acid sequence and an MHC pseudo amino acid sequence, predict their binding affinity value. This is MHC class II binding data. (1) The peptide sequence is IEGPPTDPVELAVFQ. The MHC is DRB1_0101 with pseudo-sequence DRB1_0101. The binding affinity (normalized) is 0.264. (2) The peptide sequence is ISDFRAAIANYHYDA. The MHC is HLA-DQA10201-DQB10202 with pseudo-sequence HLA-DQA10201-DQB10202. The binding affinity (normalized) is 0.284. (3) The peptide sequence is GKWYLKAMTADQEVPE. The MHC is DRB3_0101 with pseudo-sequence DRB3_0101. The binding affinity (normalized) is 0.360. (4) The peptide sequence is DVKFPNGGQIVGGVY. The MHC is HLA-DQA10501-DQB10301 with pseudo-sequence HLA-DQA10501-DQB10301. The binding affinity (normalized) is 0.672. (5) The peptide sequence is SNGEIEDVQTDIPSE. The MHC is HLA-DQA10601-DQB10402 with pseudo-sequence HLA-DQA10601-DQB10402. The binding affinity (normalized) is 0.